This data is from Peptide-MHC class I binding affinity with 185,985 pairs from IEDB/IMGT. The task is: Regression. Given a peptide amino acid sequence and an MHC pseudo amino acid sequence, predict their binding affinity value. This is MHC class I binding data. (1) The peptide sequence is NSARSQSER. The MHC is Patr-A0301 with pseudo-sequence Patr-A0301. The binding affinity (normalized) is 0.371. (2) The peptide sequence is FAFGYMNL. The MHC is H-2-Kb with pseudo-sequence H-2-Kb. The binding affinity (normalized) is 0.971. (3) The peptide sequence is YVFAIPLPF. The MHC is HLA-B40:13 with pseudo-sequence HLA-B40:13. The binding affinity (normalized) is 0.515. (4) The peptide sequence is WTDLYTSMS. The MHC is HLA-A26:01 with pseudo-sequence HLA-A26:01. The binding affinity (normalized) is 0.0847. (5) The peptide sequence is ESLLHQASW. The MHC is HLA-A02:19 with pseudo-sequence HLA-A02:19. The binding affinity (normalized) is 0.0847. (6) The peptide sequence is TVNICIFYDR. The MHC is HLA-A11:01 with pseudo-sequence HLA-A11:01. The binding affinity (normalized) is 0.536.